This data is from Forward reaction prediction with 1.9M reactions from USPTO patents (1976-2016). The task is: Predict the product of the given reaction. Given the reactants [CH3:1][C:2]([C:5]1[C:10]([C:11]2[CH:16]=[C:15]([O:17][CH3:18])[CH:14]=[CH:13][C:12]=2[F:19])=[CH:9][C:8]([CH2:20][O:21][C:22]2[CH:27]=[CH:26][C:25]([C@@H:28](/[CH:34]=[CH:35]\[CH3:36])[CH2:29][C:30]([O:32]C)=[O:31])=[CH:24][CH:23]=2)=[CH:7][CH:6]=1)([CH3:4])[CH3:3].C1COCC1.CCO.[OH-].[Na+], predict the reaction product. The product is: [CH3:4][C:2]([C:5]1[C:10]([C:11]2[CH:16]=[C:15]([O:17][CH3:18])[CH:14]=[CH:13][C:12]=2[F:19])=[CH:9][C:8]([CH2:20][O:21][C:22]2[CH:23]=[CH:24][C:25]([C@@H:28](/[CH:34]=[CH:35]\[CH3:36])[CH2:29][C:30]([OH:32])=[O:31])=[CH:26][CH:27]=2)=[CH:7][CH:6]=1)([CH3:1])[CH3:3].